From a dataset of Reaction yield outcomes from USPTO patents with 853,638 reactions. Predict the reaction yield, written as a fraction of the theoretical maximum amount of product (1.0 means a 100% yield; for example, 0.34 means a 34% yield). The reactants are Cl[C:2]1[C:7]([C:8]([O:10][CH2:11][CH3:12])=[O:9])=[CH:6][N:5]=[C:4]2[N:13]([Si](C(C)C)(C(C)C)C(C)C)[CH:14]=[CH:15][C:3]=12.[CH:26]1([NH2:32])[CH2:31][CH2:30][CH2:29][CH2:28][CH2:27]1. No catalyst specified. The product is [CH2:11]([O:10][C:8]([C:7]1[C:2]([NH:32][CH:26]2[CH2:31][CH2:30][CH2:29][CH2:28][CH2:27]2)=[C:3]2[CH:15]=[CH:14][NH:13][C:4]2=[N:5][CH:6]=1)=[O:9])[CH3:12]. The yield is 0.480.